Dataset: Reaction yield outcomes from USPTO patents with 853,638 reactions. Task: Predict the reaction yield, written as a fraction of the theoretical maximum amount of product (1.0 means a 100% yield; for example, 0.34 means a 34% yield). (1) The reactants are [CH2:1]([C@H:8]1[CH2:12][O:11][C:10]([CH3:14])([CH3:13])[N:9]1[C:15](=[O:35])[C:16]([C:18]1[CH:22]=[CH:21][N:20]([C:23]2[CH:28]=[CH:27][C:26]([C:29]3[CH:34]=[CH:33][CH:32]=[CH:31][CH:30]=3)=[CH:25][CH:24]=2)[CH:19]=1)=[O:17])[C:2]1[CH:7]=[CH:6][CH:5]=[CH:4][CH:3]=1.[BH4-].[Na+]. The catalyst is CCOC(C)=O.CO. The product is [CH2:1]([C@H:8]1[CH2:12][O:11][C:10]([CH3:14])([CH3:13])[N:9]1[C:15](=[O:35])[CH:16]([C:18]1[CH:22]=[CH:21][N:20]([C:23]2[CH:24]=[CH:25][C:26]([C:29]3[CH:30]=[CH:31][CH:32]=[CH:33][CH:34]=3)=[CH:27][CH:28]=2)[CH:19]=1)[OH:17])[C:2]1[CH:7]=[CH:6][CH:5]=[CH:4][CH:3]=1. The yield is 0.990. (2) The reactants are [OH:1][C:2]1[CH:3]=[CH:4][CH:5]=[C:6]2[C:10]=1[NH:9][CH:8]=[C:7]2[CH2:11][C@H:12]([N:14]([CH2:22][C@@H:23]([C:32]1[CH:33]=[N:34][CH:35]=[CH:36][CH:37]=1)[O:24][Si:25]([CH2:30][CH3:31])([CH2:28][CH3:29])[CH2:26][CH3:27])[C:15](=[O:21])[O:16][C:17]([CH3:20])([CH3:19])[CH3:18])[CH3:13].C(=O)([O-])[O-].[K+].[K+].CC1C=CC(S(O[C@@H:55]([CH3:64])[C:56]([N:58]2[CH2:63][CH2:62][O:61][CH2:60][CH2:59]2)=[O:57])(=O)=O)=CC=1.C(OCC)(=O)C. The yield is 0.550. The product is [CH3:13][C@@H:12]([N:14]([CH2:22][C@@H:23]([C:32]1[CH:33]=[N:34][CH:35]=[CH:36][CH:37]=1)[O:24][Si:25]([CH2:30][CH3:31])([CH2:28][CH3:29])[CH2:26][CH3:27])[C:15](=[O:21])[O:16][C:17]([CH3:20])([CH3:19])[CH3:18])[CH2:11][C:7]1[C:6]2[C:10](=[C:2]([O:1][C@H:55]([CH3:64])[C:56]([N:58]3[CH2:63][CH2:62][O:61][CH2:60][CH2:59]3)=[O:57])[CH:3]=[CH:4][CH:5]=2)[NH:9][CH:8]=1. The catalyst is CN(C)C=O.